This data is from Full USPTO retrosynthesis dataset with 1.9M reactions from patents (1976-2016). The task is: Predict the reactants needed to synthesize the given product. (1) Given the product [F:12][C:11]1[C:2]([C:18]2[CH:17]=[N:16][N:15]([CH3:14])[CH:19]=2)=[CH:3][CH:4]=[C:5]2[C:10]=1[N:9]=[C:8]([CH3:13])[CH:7]=[CH:6]2, predict the reactants needed to synthesize it. The reactants are: Br[C:2]1[C:11]([F:12])=[C:10]2[C:5]([CH:6]=[CH:7][C:8]([CH3:13])=[N:9]2)=[CH:4][CH:3]=1.[CH3:14][N:15]1[CH:19]=[C:18](B2OC(C)(C)C(C)(C)O2)[CH:17]=[N:16]1.[F-].[Cs+].C(N(CC)CC)C. (2) Given the product [Cl:11][C:8]1[CH:9]=[CH:10][C:5]([O:4][C:2](=[O:3])[NH:19][N:20]2[CH2:25][CH2:24][CH2:23][CH2:22][CH2:21]2)=[CH:6][CH:7]=1, predict the reactants needed to synthesize it. The reactants are: Cl[C:2]([O:4][C:5]1[CH:10]=[CH:9][C:8]([Cl:11])=[CH:7][CH:6]=1)=[O:3].C(N(CC)CC)C.[NH2:19][N:20]1[CH2:25][CH2:24][CH2:23][CH2:22][CH2:21]1. (3) Given the product [Br:1][C:2]1[CH:10]=[CH:9][C:8]([F:11])=[C:7]2[C:3]=1[CH2:4][CH2:5][C@H:6]2[O:12][C:13]1[CH:14]=[CH:15][C:16]2[C:17]([CH2:18][C:19]([OH:31])=[O:23])=[CH:24][O:20][C:21]=2[CH:22]=1, predict the reactants needed to synthesize it. The reactants are: [Br:1][C:2]1[CH:10]=[CH:9][C:8]([F:11])=[C:7]2[C:3]=1[CH2:4][CH2:5][C@H:6]2[O:12][C:13]1[CH:22]=[C:21]2[C:16]([C:17]([CH2:24]Cl)=[CH:18][C:19](=[O:23])[O:20]2)=[CH:15][CH:14]=1.BrC1C(C)=CC([O:31]CCC(C)(O)C)=CC=1C.[OH-].[Na+].Cl. (4) Given the product [CH:2]([C:3]1[CH:4]=[C:5]([N:9]2[C:13]([NH:14][C:15]([NH:17][C:18]3[C:27]4[C:22](=[CH:23][CH:24]=[CH:25][CH:26]=4)[CH:21]=[CH:20][CH:19]=3)=[O:16])=[CH:12][C:11]([CH:28]([CH3:30])[CH3:29])=[N:10]2)[CH:6]=[CH:7][CH:8]=1)=[O:1], predict the reactants needed to synthesize it. The reactants are: [OH:1][CH2:2][C:3]1[CH:4]=[C:5]([N:9]2[C:13]([NH:14][C:15]([NH:17][C:18]3[C:27]4[C:22](=[CH:23][CH:24]=[CH:25][CH:26]=4)[CH:21]=[CH:20][CH:19]=3)=[O:16])=[CH:12][C:11]([CH:28]([CH3:30])[CH3:29])=[N:10]2)[CH:6]=[CH:7][CH:8]=1. (5) Given the product [Cl:15][C:11]1[CH:10]=[C:9]([C:7]2[N:6]=[C:5]3[CH2:16][CH2:17][CH2:18][C:4]3=[C:3]([S:19][C:20]3[CH:21]=[CH:22][C:23]([CH2:26][C:27]([O:29][CH3:30])=[O:28])=[CH:24][CH:25]=3)[CH:8]=2)[CH:14]=[CH:13][CH:12]=1, predict the reactants needed to synthesize it. The reactants are: Cl.Cl[C:3]1[CH:8]=[C:7]([C:9]2[CH:14]=[CH:13][CH:12]=[C:11]([Cl:15])[CH:10]=2)[N:6]=[C:5]2[CH2:16][CH2:17][CH2:18][C:4]=12.[SH:19][C:20]1[CH:25]=[CH:24][C:23]([CH2:26][C:27]([O:29][CH3:30])=[O:28])=[CH:22][CH:21]=1.CCN(CC)CC.